From a dataset of Full USPTO retrosynthesis dataset with 1.9M reactions from patents (1976-2016). Predict the reactants needed to synthesize the given product. (1) Given the product [Cl:20][C:5]1[C:6]([C:7](=[O:8])[NH:9][CH2:10][CH2:11][CH2:12][N:13]2[CH2:17][CH2:16][CH2:15][C:14]2=[O:18])=[CH:19][C:2]([NH:1][C:81]([C:79]2[N:80]=[C:76]([CH:73]3[CH2:75][CH2:74]3)[O:77][CH:78]=2)=[O:82])=[C:3]([N:21]2[CH2:22][CH2:23][N:24]([C:27]3[CH:32]=[C:31]([F:33])[CH:30]=[CH:29][C:28]=3[CH3:34])[CH2:25][CH2:26]2)[CH:4]=1, predict the reactants needed to synthesize it. The reactants are: [NH2:1][C:2]1[C:3]([N:21]2[CH2:26][CH2:25][N:24]([C:27]3[CH:32]=[C:31]([F:33])[CH:30]=[CH:29][C:28]=3[CH3:34])[CH2:23][CH2:22]2)=[CH:4][C:5]([Cl:20])=[C:6]([CH:19]=1)[C:7]([NH:9][CH2:10][CH2:11][CH2:12][N:13]1[CH2:17][CH2:16][CH2:15][C:14]1=[O:18])=[O:8].CN(C)C=O.CN(C(ON1N=NC2C=CC=NC1=2)=[N+](C)C)C.F[P-](F)(F)(F)(F)F.C(N(CC)C(C)C)(C)C.[CH:73]1([C:76]2[O:77][CH:78]=[C:79]([C:81](O)=[O:82])[N:80]=2)[CH2:75][CH2:74]1. (2) Given the product [Cl:18][C:16]1[C:15]2[CH2:14][CH2:13][CH:12]([CH2:22][CH3:23])[C:11]=2[C:10]2[CH2:20][CH2:21][NH:6][CH2:7][CH2:8][C:9]=2[CH:17]=1, predict the reactants needed to synthesize it. The reactants are: C(OC([N:6]1[CH2:21][CH2:20][C:10]2[C:11]3[C:12](=O)[CH2:13][CH2:14][C:15]=3[C:16]([Cl:18])=[CH:17][C:9]=2[CH2:8][CH2:7]1)=O)C.[CH2:22]([Mg]Br)[CH3:23]. (3) Given the product [OH:8][C:5]1[CH:6]=[CH:7][C:2]([NH:1][C:28]([CH3:30])([CH3:27])[C:13]#[N:14])=[CH:3][CH:4]=1, predict the reactants needed to synthesize it. The reactants are: [NH2:1][C:2]1[CH:7]=[CH:6][C:5]([OH:8])=[CH:4][CH:3]=1.C[Si]([C:13]#[N:14])(C)C.C[Si](OS(C(F)(F)F)(=O)=O)(C)C.[CH3:27][C:28]([CH3:30])=O. (4) Given the product [N:8]1[CH:9]=[CH:10][CH:11]=[CH:12][C:7]=1[C:4]1[CH:5]=[CH:6][C:1]([CH2:13][Cl:14])=[CH:2][CH:3]=1, predict the reactants needed to synthesize it. The reactants are: [C:1]1([CH3:13])[CH:6]=[CH:5][C:4]([C:7]2[CH:12]=[CH:11][CH:10]=[CH:9][N:8]=2)=[CH:3][CH:2]=1.[Cl:14]N1C(=O)CCC1=O. (5) The reactants are: [F:1][C:2]1[CH:7]=[CH:6][C:5]([C:8]2[C:13]([C:14]([O:16][CH3:17])=[O:15])=[CH:12][CH:11]=[C:10]([CH3:18])[N:9]=2)=[CH:4][CH:3]=1.C1C=C(Cl)C=C(C(OO)=[O:27])C=1. Given the product [F:1][C:2]1[CH:7]=[CH:6][C:5]([C:8]2[C:13]([C:14]([O:16][CH3:17])=[O:15])=[CH:12][CH:11]=[C:10]([CH3:18])[N+:9]=2[O-:27])=[CH:4][CH:3]=1, predict the reactants needed to synthesize it. (6) Given the product [CH3:17][O:16][C:15]1[CH:14]=[CH:13][CH:12]=[C:11]([O:18][CH3:19])[C:10]=1[C:9]([NH:8][C@H:4]1[CH2:5][CH2:6][CH2:7][C@@H:3]1[NH:2][C:74]1[CH:83]=[N:82][C:81]2[C:76](=[CH:77][CH:78]=[CH:79][CH:80]=2)[N:75]=1)=[O:20], predict the reactants needed to synthesize it. The reactants are: Cl.[NH2:2][C@H:3]1[CH2:7][CH2:6][CH2:5][C@@H:4]1[NH:8][C:9](=[O:20])[C:10]1[C:15]([O:16][CH3:17])=[CH:14][CH:13]=[CH:12][C:11]=1[O:18][CH3:19].C1C=CC(P(C2C(C3C(P(C4C=CC=CC=4)C4C=CC=CC=4)=CC=C4C=3C=CC=C4)=C3C(C=CC=C3)=CC=2)C2C=CC=CC=2)=CC=1.C(=O)([O-])[O-].[Cs+].[Cs+].Cl[C:74]1[CH:83]=[N:82][C:81]2[C:76](=[CH:77][CH:78]=[CH:79][CH:80]=2)[N:75]=1. (7) Given the product [Cl:15][C:13]1[C:12]([CH3:16])=[C:6]([C:5]([O:17][CH2:18][CH3:19])=[C:4]([CH:1]([OH:3])[CH3:2])[CH:14]=1)[C:7]([NH:9][CH2:10][CH3:11])=[O:8], predict the reactants needed to synthesize it. The reactants are: [C:1]([C:4]1[C:5]([O:17][CH2:18][CH3:19])=[C:6]([C:12]([CH3:16])=[C:13]([Cl:15])[CH:14]=1)[C:7]([NH:9][CH2:10][CH3:11])=[O:8])(=[O:3])[CH3:2].[BH4-].[Na+].